From a dataset of Forward reaction prediction with 1.9M reactions from USPTO patents (1976-2016). Predict the product of the given reaction. (1) Given the reactants [NH:1]1[CH2:6][CH2:5][CH:4]([NH:7][C:8]2[C:9]3[C:16]4[CH2:17][CH2:18][CH2:19][CH2:20][C:15]=4[S:14][C:10]=3[N:11]=[CH:12][N:13]=2)[CH2:3][CH2:2]1.[F:21][C:22]1[CH:23]=[C:24]([CH2:28][C:29](C2C=CC=CC=2)=O)[CH:25]=[CH:26][CH:27]=1.[C-:37]#[N:38].C([Al+]CC)C.C1(C)C=CC=CC=1, predict the reaction product. The product is: [F:21][C:22]1[CH:23]=[C:24]([C:28]([N:1]2[CH2:2][CH2:3][CH:4]([NH:7][C:8]3[C:9]4[C:16]5[CH2:17][CH2:18][CH2:19][CH2:20][C:15]=5[S:14][C:10]=4[N:11]=[CH:12][N:13]=3)[CH2:5][CH2:6]2)([CH3:29])[C:37]#[N:38])[CH:25]=[CH:26][CH:27]=1. (2) Given the reactants [F:1][C:2]([F:7])([F:6])[C:3]([OH:5])=[O:4].FC(F)(F)C(O)=O.[Cl:15][C:16]1[CH:17]=[N:18][C:19]2[NH:20][C:21]3[CH:22]=[CH:23][CH:24]=[C:25]([CH:46]=3)[CH2:26][CH2:27][C:28]3[CH:36]=[C:32]([NH:33][C:34]=1[N:35]=2)[CH:31]=[CH:30][C:29]=3[NH:37][C:38]([CH:40]1[CH2:45][CH2:44][NH:43][CH2:42][CH2:41]1)=[O:39].[CH3:47][C:48]1[O:52][N:51]=[C:50]([C:53](Cl)=[O:54])[CH:49]=1, predict the reaction product. The product is: [F:1][C:2]([F:7])([F:6])[C:3]([OH:5])=[O:4].[Cl:15][C:16]1[CH:17]=[N:18][C:19]2[NH:20][C:21]3[CH:22]=[CH:23][CH:24]=[C:25]([CH:46]=3)[CH2:26][CH2:27][C:28]3[CH:36]=[C:32]([NH:33][C:34]=1[N:35]=2)[CH:31]=[CH:30][C:29]=3[NH:37][C:38]([CH:40]1[CH2:45][CH2:44][N:43]([C:53]([C:50]2[CH:49]=[C:48]([CH3:47])[O:52][N:51]=2)=[O:54])[CH2:42][CH2:41]1)=[O:39]. (3) Given the reactants C[O:2][C:3]1[CH:4]=[C:5]2[C:10](=[CH:11][CH:12]=1)[C:9]([CH3:14])([CH3:13])[CH2:8][CH2:7][CH2:6]2.B(Br)(Br)Br, predict the reaction product. The product is: [CH3:13][C:9]1([CH3:14])[CH2:8][CH2:7][CH2:6][C:5]2[CH:4]=[C:3]([OH:2])[CH:12]=[CH:11][C:10]1=2. (4) Given the reactants [CH2:1]([O:8][C:9]1[C:14]([C:15]2[CH:20]=[CH:19][C:18]([CH3:21])=[CH:17][CH:16]=2)=[CH:13][C:12]([CH:22]=[O:23])=[CH:11][C:10]=1[C:24]([CH3:27])([CH3:26])[CH3:25])[C:2]1[CH:7]=[CH:6][CH:5]=[CH:4][CH:3]=1.[C:28]([Mg]Br)#[CH:29].[Cl-].[NH4+], predict the reaction product. The product is: [CH2:1]([O:8][C:9]1[C:14]([C:15]2[CH:16]=[CH:17][C:18]([CH3:21])=[CH:19][CH:20]=2)=[CH:13][C:12]([CH:22]([OH:23])[C:28]#[CH:29])=[CH:11][C:10]=1[C:24]([CH3:27])([CH3:26])[CH3:25])[C:2]1[CH:7]=[CH:6][CH:5]=[CH:4][CH:3]=1.